This data is from Kir2.1 potassium channel HTS with 301,493 compounds. The task is: Binary Classification. Given a drug SMILES string, predict its activity (active/inactive) in a high-throughput screening assay against a specified biological target. (1) The compound is S(c1nc(=O)n(c2CCCCc12)CCCN(C)C)CC(=O)Nc1noc(c1)C. The result is 0 (inactive). (2) The compound is S(c1nc2[nH]c3c(c2nn1)cc(cc3)C)CC(=O)Nc1cc(OC)ccc1. The result is 0 (inactive).